From a dataset of Forward reaction prediction with 1.9M reactions from USPTO patents (1976-2016). Predict the product of the given reaction. (1) Given the reactants [CH3:1][C:2]([C:4]1[CH:9]=[CH:8][C:7]([NH2:10])=[CH:6][CH:5]=1)=[O:3].C([O-])(O)=O.[Na+].Cl[C:17]([O:19][CH2:20][C:21]1[CH:26]=[CH:25][CH:24]=[CH:23][CH:22]=1)=[O:18], predict the reaction product. The product is: [CH2:20]([O:19][C:17](=[O:18])[NH:10][C:7]1[CH:8]=[CH:9][C:4]([C:2](=[O:3])[CH3:1])=[CH:5][CH:6]=1)[C:21]1[CH:26]=[CH:25][CH:24]=[CH:23][CH:22]=1. (2) Given the reactants [CH2:1]([C:3]1[N:4]=[N+:5]([O-:23])[C:6]2[CH:12]=[C:11]([O:13][CH2:14][CH2:15][NH:16]C(=O)C(F)(F)F)[CH:10]=[CH:9][C:7]=2[N:8]=1)[CH3:2].[C:32](O[C:32]([O:34][C:35]([CH3:38])([CH3:37])[CH3:36])=[O:33])([O:34][C:35]([CH3:38])([CH3:37])[CH3:36])=[O:33], predict the reaction product. The product is: [CH2:1]([C:3]1[N:4]=[N+:5]([O-:23])[C:6]2[CH:12]=[C:11]([O:13][CH2:14][CH2:15][NH:16][C:32](=[O:33])[O:34][C:35]([CH3:36])([CH3:37])[CH3:38])[CH:10]=[CH:9][C:7]=2[N:8]=1)[CH3:2]. (3) Given the reactants Cl[C:2]1[CH:11]=[N:10][C:9]2[C:4](=[CH:5][CH:6]=[C:7]([CH3:12])[CH:8]=2)[N:3]=1.[CH3:13][O:14][C:15]1[CH:20]=[C:19]([O:21][CH3:22])[CH:18]=[CH:17][C:16]=1[CH2:23][NH2:24].CCOC(C)=O, predict the reaction product. The product is: [CH3:13][O:14][C:15]1[CH:20]=[C:19]([O:21][CH3:22])[CH:18]=[CH:17][C:16]=1[CH2:23][NH:24][C:2]1[CH:11]=[N:10][C:9]2[C:4](=[CH:5][CH:6]=[C:7]([CH3:12])[CH:8]=2)[N:3]=1. (4) Given the reactants [NH2:1][C:2]1[S:3][C:4]([N+:7]([O-:9])=[O:8])=[CH:5][N:6]=1.C(N(CC)CC)C.[CH3:17][O:18][C:19]1[CH:24]=[CH:23][C:22]([CH2:25][CH2:26][CH2:27][C:28](Cl)=[O:29])=[CH:21][CH:20]=1, predict the reaction product. The product is: [CH3:17][O:18][C:19]1[CH:24]=[CH:23][C:22]([CH2:25][CH2:26][CH2:27][C:28]([NH:1][C:2]2[S:3][C:4]([N+:7]([O-:9])=[O:8])=[CH:5][N:6]=2)=[O:29])=[CH:21][CH:20]=1. (5) Given the reactants [Cl-].[CH3:2][O:3][C:4](=[O:12])[CH2:5][C@@H:6]([NH3+:11])[C:7]([CH3:10])([CH3:9])[CH3:8].[Cl:13][C:14]1[N:19]=[C:18](Cl)[C:17]([F:21])=[CH:16][N:15]=1.C(N(CC)CC)C.O, predict the reaction product. The product is: [Cl:13][C:14]1[N:19]=[C:18]([NH:11][C@@H:6]([C:7]([CH3:8])([CH3:9])[CH3:10])[CH2:5][C:4]([O:3][CH3:2])=[O:12])[C:17]([F:21])=[CH:16][N:15]=1.